Dataset: Catalyst prediction with 721,799 reactions and 888 catalyst types from USPTO. Task: Predict which catalyst facilitates the given reaction. (1) Reactant: [C:1]1([C@@H:7]2[CH2:12][O:11][CH2:10][CH2:9][NH:8]2)[CH:6]=[CH:5][CH:4]=[CH:3][CH:2]=1.CCN(CC)CC.[CH3:20][C:21]([O:24][C:25](O[C:25]([O:24][C:21]([CH3:23])([CH3:22])[CH3:20])=[O:26])=[O:26])([CH3:23])[CH3:22]. Product: [C:1]1([C@@H:7]2[CH2:12][O:11][CH2:10][CH2:9][N:8]2[C:25]([O:24][C:21]([CH3:23])([CH3:22])[CH3:20])=[O:26])[CH:2]=[CH:3][CH:4]=[CH:5][CH:6]=1. The catalyst class is: 1. (2) Reactant: [Br:1][C:2]1[C:3]([Cl:20])=[C:4]([O:10][C:11]2[CH:12]=[C:13]([CH:16]=[C:17]([Cl:19])[CH:18]=2)[C:14]#[N:15])[C:5]([F:9])=[C:6]([CH3:8])[CH:7]=1.C1C(=O)N([Br:28])C(=O)C1. Product: [Br:1][C:2]1[C:3]([Cl:20])=[C:4]([O:10][C:11]2[CH:12]=[C:13]([CH:16]=[C:17]([Cl:19])[CH:18]=2)[C:14]#[N:15])[C:5]([F:9])=[C:6]([CH2:8][Br:28])[CH:7]=1. The catalyst class is: 53. (3) Reactant: [Cl:1][C:2]1[C:7]([NH2:8])=[CH:6][C:5]([N:9]2[CH2:14][CH2:13][O:12][CH2:11][CH2:10]2)=[CH:4][N:3]=1.Br[C:16]1[C:25]2[C:20](=[CH:21][C:22]([F:27])=[CH:23][C:24]=2[F:26])[N:19]=[C:18]([C:28]2[CH:33]=[CH:32][CH:31]=[CH:30][N:29]=2)[C:17]=1[CH3:34].C1(P(C2CCCCC2)C2(C(C)C)CC(C(C)C)=CC(C(C)C)=C2C2C=CC=CC=2)CCCCC1.CC(C1C=C(C(C)C)C(C2C=CC=CC=2P(C2CCCCC2)C2CCCCC2)=C(C(C)C)C=1)C.CC(C)([O-])C.[Na+]. Product: [Cl:1][C:2]1[C:7]([NH:8][C:16]2[C:25]3[C:20](=[CH:21][C:22]([F:27])=[CH:23][C:24]=3[F:26])[N:19]=[C:18]([C:28]3[CH:33]=[CH:32][CH:31]=[CH:30][N:29]=3)[C:17]=2[CH3:34])=[CH:6][C:5]([N:9]2[CH2:14][CH2:13][O:12][CH2:11][CH2:10]2)=[CH:4][N:3]=1. The catalyst class is: 491. (4) Reactant: [CH2:1]([N:8]([CH2:24][C:25]1[N:26]=[CH:27][N:28](C(C2C=CC=CC=2)(C2C=CC=CC=2)C2C=CC=CC=2)[CH:29]=1)[C:9]1[CH:14]=[C:13]([C:15]2[CH:20]=[CH:19][CH:18]=[CH:17][C:16]=2[CH3:21])[C:12]([C:22]#[N:23])=[CH:11][CH:10]=1)[C:2]1[CH:7]=[CH:6][CH:5]=[CH:4][CH:3]=1.FC(F)(F)C(O)=O.C([SiH](CC)CC)C. Product: [CH2:1]([N:8]([CH2:24][C:25]1[NH:26][CH:27]=[N:28][CH:29]=1)[C:9]1[CH:14]=[C:13]([C:15]2[CH:20]=[CH:19][CH:18]=[CH:17][C:16]=2[CH3:21])[C:12]([C:22]#[N:23])=[CH:11][CH:10]=1)[C:2]1[CH:3]=[CH:4][CH:5]=[CH:6][CH:7]=1. The catalyst class is: 4. (5) Reactant: [CH3:1][C:2](=[CH:4][CH2:5][CH2:6][CH:7]([CH2:9][CH2:10][OH:11])[CH3:8])[CH3:3].C(N(CC)CC)C.[C:19](Cl)(=[O:22])[CH:20]=[CH2:21]. Product: [C:19]([O:11][CH2:10][CH2:9][CH:7]([CH2:6][CH2:5][CH:4]=[C:2]([CH3:3])[CH3:1])[CH3:8])(=[O:22])[CH:20]=[CH2:21]. The catalyst class is: 81.